Predict the product of the given reaction. From a dataset of Forward reaction prediction with 1.9M reactions from USPTO patents (1976-2016). (1) Given the reactants [OH-].[Li+].[CH:3]1([C@H:9]([NH:14][C:15]([C:17]2[CH:22]=[CH:21][C:20]([C:23]3[CH:32]=[CH:31][C:26]4[O:27][CH2:28][CH2:29][O:30][C:25]=4[CH:24]=3)=[CH:19][C:18]=2[NH:33][C:34]([NH:36][C:37]2[C:42]([CH3:43])=[CH:41][C:40]([CH3:44])=[CH:39][C:38]=2[CH3:45])=[O:35])=[O:16])[C:10]([O:12]C)=[O:11])[CH2:8][CH2:7][CH2:6][CH2:5][CH2:4]1.CO.O, predict the reaction product. The product is: [CH:3]1([C@H:9]([NH:14][C:15]([C:17]2[CH:22]=[CH:21][C:20]([C:23]3[CH:32]=[CH:31][C:26]4[O:27][CH2:28][CH2:29][O:30][C:25]=4[CH:24]=3)=[CH:19][C:18]=2[NH:33][C:34]([NH:36][C:37]2[C:38]([CH3:45])=[CH:39][C:40]([CH3:44])=[CH:41][C:42]=2[CH3:43])=[O:35])=[O:16])[C:10]([OH:12])=[O:11])[CH2:4][CH2:5][CH2:6][CH2:7][CH2:8]1. (2) Given the reactants [C:1]1([N:7]2[C:25](=[O:26])[C:10]3=[CH:11][NH:12][C:13]4[CH:14]=[CH:15][C:16]([N:19]5[CH2:24][CH2:23][NH:22][CH2:21][CH2:20]5)=[N:17][C:18]=4[C:9]3=[N:8]2)[CH:6]=[CH:5][CH:4]=[CH:3]C=1.FC1C=CC2NC=C3C(=O)N(C4C=CC=CN=4)N=C3C=2[N:29]=1, predict the reaction product. The product is: [N:19]1([C:16]2[CH:15]=[CH:14][C:13]3[NH:12][CH:11]=[C:10]4[C:25](=[O:26])[N:7]([C:1]5[CH:6]=[CH:5][CH:4]=[CH:3][N:29]=5)[N:8]=[C:9]4[C:18]=3[N:17]=2)[CH2:20][CH2:21][NH:22][CH2:23][CH2:24]1. (3) Given the reactants [CH2:1]([C:3]1[CH:9]=[C:8]([O:10][CH3:11])[CH:7]=[CH:6][C:4]=1[NH2:5])[CH3:2].C(N(CC)CC)C.[C:19](Cl)(Cl)=[S:20], predict the reaction product. The product is: [CH2:1]([C:3]1[CH:9]=[C:8]([O:10][CH3:11])[CH:7]=[CH:6][C:4]=1[N:5]=[C:19]=[S:20])[CH3:2]. (4) Given the reactants [CH2:1]([O:3][CH2:4][C:5]1[N:6]([CH2:18][CH2:19][CH2:20][C:21]([N:23]2[CH2:28][CH2:27][O:26][CH2:25][CH2:24]2)=[O:22])[C:7]2[C:16]3[CH:15]=[CH:14][CH:13]=[CH:12][C:11]=3[N:10]=[CH:9][C:8]=2[N:17]=1)[CH3:2].C1C=C(Cl)C=C(C(OO)=O)C=1.[OH-].[NH4+:41].C1(C)C=CC(S(Cl)(=O)=O)=CC=1, predict the reaction product. The product is: [CH2:1]([O:3][CH2:4][C:5]1[N:6]([CH2:18][CH2:19][CH2:20][C:21]([N:23]2[CH2:28][CH2:27][O:26][CH2:25][CH2:24]2)=[O:22])[C:7]2[C:16]3[CH:15]=[CH:14][CH:13]=[CH:12][C:11]=3[N:10]=[C:9]([NH2:41])[C:8]=2[N:17]=1)[CH3:2]. (5) Given the reactants CS[C:3]([NH:9][C:10]1[CH:15]=[CH:14][CH:13]=[CH:12][CH:11]=1)=[C:4]([C:7]#[N:8])[C:5]#[N:6].[NH2:16][NH2:17], predict the reaction product. The product is: [NH2:6][C:5]1[NH:17][N:16]=[C:3]([NH:9][C:10]2[CH:15]=[CH:14][CH:13]=[CH:12][CH:11]=2)[C:4]=1[C:7]#[N:8]. (6) Given the reactants C(=O)([O-])[O-].[Cs+].[Cs+].[F:7][C:8]1[CH:18]=[CH:17][C:11]([CH:12]([OH:16])C(O)=O)=[CH:10][CH:9]=1.CI.[C:21]([O:24][CH2:25]C)(=[O:23])[CH3:22], predict the reaction product. The product is: [F:7][C:8]1[CH:9]=[CH:10][C:11]([CH2:12][O:16][CH2:22][C:21]([O:24][CH3:25])=[O:23])=[CH:17][CH:18]=1.